From a dataset of Catalyst prediction with 721,799 reactions and 888 catalyst types from USPTO. Predict which catalyst facilitates the given reaction. (1) Reactant: [CH2:1](OCC)C.[N:6]1([C:12]2[C:17]([CH:18]=[O:19])=[CH:16][CH:15]=[C:14]([C:20]([F:23])([F:22])[F:21])[N:13]=2)[CH2:11][CH2:10][O:9][CH2:8][CH2:7]1.C[Mg]Cl. The catalyst class is: 1. Product: [N:6]1([C:12]2[C:17]([CH:18]([OH:19])[CH3:1])=[CH:16][CH:15]=[C:14]([C:20]([F:23])([F:21])[F:22])[N:13]=2)[CH2:11][CH2:10][O:9][CH2:8][CH2:7]1. (2) Reactant: [Cl:1][C:2]1[CH:19]=[C:18]([Cl:20])[CH:17]=[CH:16][C:3]=1[CH2:4][O:5][C:6]1[CH:15]=[CH:14][C:9]2[CH:10]([NH2:13])[CH2:11][O:12][C:8]=2[CH:7]=1.Br[CH2:22][C:23]([O:25][CH2:26][CH3:27])=[O:24]. Product: [Cl:1][C:2]1[CH:19]=[C:18]([Cl:20])[CH:17]=[CH:16][C:3]=1[CH2:4][O:5][C:6]1[CH:15]=[CH:14][C:9]2[CH:10]([NH:13][CH2:22][C:23]([O:25][CH2:26][CH3:27])=[O:24])[CH2:11][O:12][C:8]=2[CH:7]=1. The catalyst class is: 1. (3) Reactant: [Cl:1][C:2]1[N:10]=[C:9]2[C:5]([N:6]=[CH:7][NH:8]2)=[C:4]([Cl:11])[N:3]=1.CCCC[N+](CCCC)(CCCC)CCCC.[F-].Br[CH2:31][C:32]([O:34][CH2:35][CH3:36])=[O:33]. Product: [CH2:35]([O:34][C:32](=[O:33])[CH2:31][N:8]1[CH:7]=[N:6][C:5]2[C:9]1=[N:10][C:2]([Cl:1])=[N:3][C:4]=2[Cl:11])[CH3:36]. The catalyst class is: 1. (4) Reactant: [F:1][C:2]1[C:10]([F:11])=[CH:9][C:5]([C:6]([OH:8])=O)=[C:4]([NH:12][CH2:13][CH:14]([CH3:16])[CH3:15])[CH:3]=1.CCN=C=NCCCN(C)C.C1C=CC2N(O)N=NC=2C=1.CCN(C(C)C)C(C)C.Cl.[CH3:48][C:49]([NH2:56])([CH2:52][CH:53]([CH3:55])[CH3:54])[C:50]#[CH:51]. Product: [CH3:48][C:49]([NH:56][C:6](=[O:8])[C:5]1[CH:9]=[C:10]([F:11])[C:2]([F:1])=[CH:3][C:4]=1[NH:12][CH2:13][CH:14]([CH3:16])[CH3:15])([CH2:52][CH:53]([CH3:55])[CH3:54])[C:50]#[CH:51]. The catalyst class is: 2. (5) Reactant: [CH2:1]([O:8][C:9]([NH:11][C@H:12]1[CH2:16][CH2:15][N:14]([C@H:17]2[CH2:22][CH2:21][N:20](C(OC(C)(C)C)=O)[CH2:19][C@H:18]2[C:30]([O:32][CH3:33])=[O:31])[C:13]1=[O:34])=[O:10])[C:2]1[CH:7]=[CH:6][CH:5]=[CH:4][CH:3]=1.C(O)(C(F)(F)F)=O. Product: [CH2:1]([O:8][C:9]([NH:11][C@H:12]1[CH2:16][CH2:15][N:14]([C@H:17]2[CH2:22][CH2:21][NH:20][CH2:19][C@H:18]2[C:30]([O:32][CH3:33])=[O:31])[C:13]1=[O:34])=[O:10])[C:2]1[CH:7]=[CH:6][CH:5]=[CH:4][CH:3]=1. The catalyst class is: 124. (6) Reactant: Cl.FC1C=C(C=CC=1)CN1C=C(C2C3C(=NC=C(C4C=CC(C5CCNCC5)=CC=4)C=3)N(S(C3C=CC(C)=CC=3)(=O)=O)C=2)C=N1.[CH2:46]([S:48]([N:51]1[CH2:56][CH2:55][N:54]([C:57]2[N:62]=[CH:61][C:60]([C:63]3[CH:64]=[C:65]4[C:71]([C:72]5[CH:73]=[N:74][N:75]([CH2:77][C:78]6[CH:83]=[CH:82][CH:81]=[C:80]([F:84])[CH:79]=6)[CH:76]=5)=[CH:70][N:69](S(C5C=CC(C)=CC=5)(=O)=O)[C:66]4=[N:67][CH:68]=3)=[CH:59][CH:58]=2)[CH2:53][CH2:52]1)(=[O:50])=[O:49])[CH3:47].[OH-].[Li+]. The catalyst class is: 87. Product: [CH2:46]([S:48]([N:51]1[CH2:56][CH2:55][N:54]([C:57]2[N:62]=[CH:61][C:60]([C:63]3[CH:64]=[C:65]4[C:71]([C:72]5[CH:73]=[N:74][N:75]([CH2:77][C:78]6[CH:83]=[CH:82][CH:81]=[C:80]([F:84])[CH:79]=6)[CH:76]=5)=[CH:70][NH:69][C:66]4=[N:67][CH:68]=3)=[CH:59][CH:58]=2)[CH2:53][CH2:52]1)(=[O:49])=[O:50])[CH3:47]. (7) Reactant: [OH:1][CH2:2][C:3]([C:7]1[O:11][N:10]=[C:9]([NH:12][C:13](=[O:21])OC2C=CC=CC=2)[CH:8]=1)([CH3:6])[CH2:4][OH:5].[N:22]1([CH2:28][CH2:29][O:30][C:31]2[CH:49]=[CH:48][C:34]3[N:35]4[CH:40]=[C:39]([C:41]5[CH:46]=[CH:45][C:44]([NH2:47])=[CH:43][CH:42]=5)[N:38]=[C:36]4[S:37][C:33]=3[CH:32]=2)[CH2:27][CH2:26][O:25][CH2:24][CH2:23]1. Product: [OH:5][CH2:4][C:3]([C:7]1[O:11][N:10]=[C:9]([NH:12][C:13]([NH:47][C:44]2[CH:43]=[CH:42][C:41]([C:39]3[N:38]=[C:36]4[N:35]([CH:40]=3)[C:34]3[CH:48]=[CH:49][C:31]([O:30][CH2:29][CH2:28][N:22]5[CH2:23][CH2:24][O:25][CH2:26][CH2:27]5)=[CH:32][C:33]=3[S:37]4)=[CH:46][CH:45]=2)=[O:21])[CH:8]=1)([CH2:2][OH:1])[CH3:6]. The catalyst class is: 630. (8) Reactant: [CH3:1][N:2]1[CH2:7][CH2:6][N:5]([C:8]2[N:13]=[CH:12][C:11]([C:14]3[CH:15]=[C:16]4[C:21](=[N:22][CH:23]=3)[NH:20][CH2:19][CH2:18][CH:17]4[OH:24])=[CH:10][CH:9]=2)[CH2:4][CH2:3]1.[Cl:25][C:26]1[C:31]([F:32])=[CH:30][CH:29]=[C:28]([F:33])[C:27]=1O. Product: [Cl:25][C:26]1[C:31]([F:32])=[CH:30][CH:29]=[C:28]([F:33])[C:27]=1[O:24][CH:17]1[C:16]2[C:21](=[N:22][CH:23]=[C:14]([C:11]3[CH:12]=[N:13][C:8]([N:5]4[CH2:6][CH2:7][N:2]([CH3:1])[CH2:3][CH2:4]4)=[CH:9][CH:10]=3)[CH:15]=2)[NH:20][CH2:19][CH2:18]1. The catalyst class is: 100. (9) Reactant: [OH:1][CH2:2][C@H:3]([N:5]1[CH:14]=[CH:13][C:12]2[C:7](=[CH:8][CH:9]=[C:10]([CH3:18])[C:11]=2[N+:15]([O-:17])=[O:16])[C:6]1=[O:19])[CH3:4].C(Cl)Cl.[C:23](OC(=O)C)(=[O:25])[CH3:24].C(N(CC)CC)C. Product: [C:23]([O:1][CH2:2][C@H:3]([N:5]1[CH:14]=[CH:13][C:12]2[C:7](=[CH:8][CH:9]=[C:10]([CH3:18])[C:11]=2[N+:15]([O-:17])=[O:16])[C:6]1=[O:19])[CH3:4])(=[O:25])[CH3:24]. The catalyst class is: 277. (10) The catalyst class is: 8. Product: [CH3:1][C:2]1[C:3]([NH:8][S:9]([C:12]2[S:13][C:14]([CH3:45])=[CH:15][C:16]=2[C:17]2[CH:22]=[CH:21][C:20]([CH2:23][N:24]3[C:32]4[CH:31]=[C:30]([CH2:33][CH3:34])[N:29]=[C:28]([CH3:35])[C:27]=4[C:26]([C:36]4[CH:41]=[CH:40][C:39]([O:42][CH3:43])=[CH:38][CH:37]=4)=[N:25]3)=[CH:19][C:18]=2[CH3:44])(=[O:10])=[O:11])=[N:4][O:5][C:6]=1[CH3:7]. Reactant: [CH3:1][C:2]1[C:3]([N:8](COCCOC)[S:9]([C:12]2[S:13][C:14]([CH3:45])=[CH:15][C:16]=2[C:17]2[CH:22]=[CH:21][C:20]([CH2:23][N:24]3[C:32]4[CH:31]=[C:30]([CH2:33][CH3:34])[N:29]=[C:28]([CH3:35])[C:27]=4[C:26]([C:36]4[CH:41]=[CH:40][C:39]([O:42][CH3:43])=[CH:38][CH:37]=4)=[N:25]3)=[CH:19][C:18]=2[CH3:44])(=[O:11])=[O:10])=[N:4][O:5][C:6]=1[CH3:7].Cl.